Dataset: Forward reaction prediction with 1.9M reactions from USPTO patents (1976-2016). Task: Predict the product of the given reaction. (1) Given the reactants [F:1][C:2]1[CH:7]=[C:6]([N+:8]([O-])=O)[C:5]([F:11])=[CH:4][C:3]=1[CH:12]([C:18]([O:20][CH2:21][CH3:22])=[O:19])[C:13]([O:15][CH2:16][CH3:17])=[O:14].C([O-])=O.[NH4+], predict the reaction product. The product is: [NH2:8][C:6]1[C:5]([F:11])=[CH:4][C:3]([CH:12]([C:18]([O:20][CH2:21][CH3:22])=[O:19])[C:13]([O:15][CH2:16][CH3:17])=[O:14])=[C:2]([F:1])[CH:7]=1. (2) Given the reactants [Si](OCCN(C)C(C1C(OCC2C=CC=CC=2)=C(O)N=C(CC2(N3C4=NC=CC=C4C=C3)CCCC2)N=1)=O)(C(C)(C)C)(C)C.[CH2:45]([O:52][C:53]1[C:54]([C:75](O)=[O:76])=[N:55][C:56]([CH2:60][C:61]2([N:66]3[C:70]4=[N:71][CH:72]=[CH:73][CH:74]=[C:69]4[CH:68]=[CH:67]3)[CH2:65][CH2:64][CH2:63][CH2:62]2)=[N:57][C:58]=1[OH:59])[C:46]1[CH:51]=[CH:50][CH:49]=[CH:48][CH:47]=1.[Si:78]([O:85][CH2:86][CH2:87][NH:88][CH:89]([CH3:91])[CH3:90])([C:81]([CH3:84])([CH3:83])[CH3:82])([CH3:80])[CH3:79], predict the reaction product. The product is: [Si:78]([O:85][CH2:86][CH2:87][N:88]([CH:89]([CH3:91])[CH3:90])[C:75]([C:54]1[C:53]([O:52][CH2:45][C:46]2[CH:47]=[CH:48][CH:49]=[CH:50][CH:51]=2)=[C:58]([OH:59])[N:57]=[C:56]([CH2:60][C:61]2([N:66]3[C:70]4=[N:71][CH:72]=[CH:73][CH:74]=[C:69]4[CH:68]=[CH:67]3)[CH2:62][CH2:63][CH2:64][CH2:65]2)[N:55]=1)=[O:76])([C:81]([CH3:84])([CH3:83])[CH3:82])([CH3:80])[CH3:79]. (3) The product is: [CH2:7]([OH:27])[CH2:8][CH2:9][CH2:10]/[CH:11]=[CH:12]\[CH2:13]/[CH:14]=[CH:15]\[CH2:16]/[CH:17]=[CH:18]\[CH2:19]/[CH:20]=[CH:21]\[CH2:22][CH2:23][CH2:24][CH2:25][CH3:26]. Given the reactants [H-].[H-].[H-].[H-].[Li+].[Al+3].[C:7](O)(=[O:27])[CH2:8][CH2:9][CH2:10]/[CH:11]=[CH:12]\[CH2:13]/[CH:14]=[CH:15]\[CH2:16]/[CH:17]=[CH:18]\[CH2:19]/[CH:20]=[CH:21]\[CH2:22][CH2:23][CH2:24][CH2:25][CH3:26].O.[OH-].[Na+], predict the reaction product.